This data is from TCR-epitope binding with 47,182 pairs between 192 epitopes and 23,139 TCRs. The task is: Binary Classification. Given a T-cell receptor sequence (or CDR3 region) and an epitope sequence, predict whether binding occurs between them. (1) Result: 0 (the TCR does not bind to the epitope). The epitope is MPASWVMRI. The TCR CDR3 sequence is CSVIKSGNTIYF. (2) The epitope is RAKFKQLL. The TCR CDR3 sequence is CASSFSGGTGELFF. Result: 1 (the TCR binds to the epitope). (3) The epitope is TPGPGVRYPL. The TCR CDR3 sequence is CASSLYSGLDQPQHF. Result: 0 (the TCR does not bind to the epitope). (4) The epitope is KAYNVTQAF. The TCR CDR3 sequence is CASSYAADAVYGYTF. Result: 1 (the TCR binds to the epitope). (5) The epitope is IIKDYGKQM. The TCR CDR3 sequence is CASSSEDEDQETQYF. Result: 0 (the TCR does not bind to the epitope). (6) The epitope is YLQPRTFLL. The TCR CDR3 sequence is CASSVDIEAFF. Result: 1 (the TCR binds to the epitope). (7) The epitope is KMQRMLLEK. The TCR CDR3 sequence is CSARDFYSTSGRVSAKNIQYF. Result: 0 (the TCR does not bind to the epitope). (8) The epitope is RLRPGGKKK. The TCR CDR3 sequence is CASSSGYSGDTQYF. Result: 0 (the TCR does not bind to the epitope). (9) The epitope is ATDALMTGY. Result: 0 (the TCR does not bind to the epitope). The TCR CDR3 sequence is CASSDSYGYTF.